Dataset: Catalyst prediction with 721,799 reactions and 888 catalyst types from USPTO. Task: Predict which catalyst facilitates the given reaction. (1) Reactant: [C:1]1([S:11]([C:14]2[C:22]3[C:17](=[CH:18][CH:19]=[C:20]([CH:23]=[O:24])[CH:21]=3)[NH:16][N:15]=2)(=[O:13])=[O:12])[C:10]2[C:5](=[CH:6][CH:7]=[CH:8][CH:9]=2)[CH:4]=[CH:3][CH:2]=1.ClC1C=C(C=[CH:32][CH:33]=1)CBr.C(=O)([O-])[O-].[Cs+].[Cs+].[CH3:40][N:41](C=O)[CH3:42]. Product: [CH3:40][N:41]([CH3:42])[CH2:32][CH2:33][O:24][CH2:23][C:20]1[CH:21]=[C:22]2[C:17](=[CH:18][CH:19]=1)[NH:16][N:15]=[C:14]2[S:11]([C:1]1[C:10]2[C:5](=[CH:6][CH:7]=[CH:8][CH:9]=2)[CH:4]=[CH:3][CH:2]=1)(=[O:13])=[O:12]. The catalyst class is: 6. (2) Reactant: [NH2:1][CH2:2][C:3]1[C:4]([CH3:18])=[CH:5][C:6]([NH:10]C(=O)OC(C)(C)C)=[N:7][C:8]=1[CH3:9].N1C(C)=CC(C)=CC=1C.[O:28]=[C:29]1[C:38]2[C:33](=[CH:34][CH:35]=[CH:36][CH:37]=2)[CH:32]=[CH:31][N:30]1[CH2:39][C:40]1[O:44][C:43]([C:45](O)=[O:46])=[CH:42][CH:41]=1.CN(C(ON1N=NC2C=CC=NC1=2)=[N+](C)C)C.F[P-](F)(F)(F)(F)F. Product: [NH2:10][C:6]1[N:7]=[C:8]([CH3:9])[C:3]([CH2:2][NH:1][C:45]([C:43]2[O:44][C:40]([CH2:39][N:30]3[CH:31]=[CH:32][C:33]4[C:38](=[CH:37][CH:36]=[CH:35][CH:34]=4)[C:29]3=[O:28])=[CH:41][CH:42]=2)=[O:46])=[C:4]([CH3:18])[CH:5]=1. The catalyst class is: 1. (3) The catalyst class is: 163. Product: [Br:1][C:2]1[CH:23]=[C:6]2[C:5](=[CH:4][C:3]=1[O:25][CH3:26])[N:16]([C@H:17]([CH2:21][OH:22])[CH:18]([CH3:20])[CH3:19])[CH:15]=[C:9]([C:10]([O:12][CH2:13][CH3:14])=[O:11])[C:7]2=[O:8]. Reactant: [Br:1][C:2]1[C:3]([O:25][CH3:26])=[CH:4][C:5](F)=[C:6]([CH:23]=1)[C:7]([C:9](=[CH:15][NH:16][C@H:17]([CH2:21][OH:22])[CH:18]([CH3:20])[CH3:19])[C:10]([O:12][CH2:13][CH3:14])=[O:11])=[O:8].C(=O)([O-])[O-].[K+].[K+].C1(C)C=CC=CC=1.